From a dataset of Full USPTO retrosynthesis dataset with 1.9M reactions from patents (1976-2016). Predict the reactants needed to synthesize the given product. Given the product [C:1]([NH:4][C:5]1[N:6]=[C:7]([Cl:28])[C:8]2[N:14]=[C:13]([Cl:15])[CH:12]=[CH:11][C:9]=2[N:10]=1)(=[O:3])[CH3:2], predict the reactants needed to synthesize it. The reactants are: [C:1]([NH:4][C:5]1[NH:6][C:7](=O)[C:8]2[N:14]=[C:13]([Cl:15])[CH:12]=[CH:11][C:9]=2[N:10]=1)(=[O:3])[CH3:2].C(N(CC)C(C)C)(C)C.O=P(Cl)(Cl)[Cl:28].